Dataset: Forward reaction prediction with 1.9M reactions from USPTO patents (1976-2016). Task: Predict the product of the given reaction. (1) The product is: [C:1]([O:5][C:6]([N:8]([CH2:17][C:18]1[C:23]([CH2:24][NH:37][C:38]2[CH:45]=[CH:44][C:41]([C:42]#[N:43])=[CH:40][CH:39]=2)=[CH:22][N:21]=[C:20]([CH3:26])[C:19]=1[O:27][CH2:28][C:29]1[CH:34]=[CH:33][C:32]([C:35]#[N:36])=[CH:31][CH:30]=1)[CH2:9][CH2:10][CH2:11][CH2:12][CH2:13][C:14]([OH:16])=[O:15])=[O:7])([CH3:3])([CH3:4])[CH3:2]. Given the reactants [C:1]([O:5][C:6]([N:8]([CH2:17][C:18]1[C:23]([CH:24]=O)=[CH:22][N:21]=[C:20]([CH3:26])[C:19]=1[O:27][CH2:28][C:29]1[CH:34]=[CH:33][C:32]([C:35]#[N:36])=[CH:31][CH:30]=1)[CH2:9][CH2:10][CH2:11][CH2:12][CH2:13][C:14]([OH:16])=[O:15])=[O:7])([CH3:4])([CH3:3])[CH3:2].[NH2:37][C:38]1[CH:45]=[CH:44][C:41]([C:42]#[N:43])=[CH:40][CH:39]=1, predict the reaction product. (2) Given the reactants [Br:1][C:2]1[CH:16]=[CH:15][C:5]([C:6]([N:8]([CH:12]([CH3:14])[CH3:13])[CH:9]([CH3:11])[CH3:10])=[O:7])=[CH:4][CH:3]=1.[B:17](OC(C)C)([O:22]C(C)C)[O:18]C(C)C.[Li+].CC([N-]C(C)C)C, predict the reaction product. The product is: [Br:1][C:2]1[CH:3]=[CH:4][C:5]([C:6]([N:8]([CH:12]([CH3:14])[CH3:13])[CH:9]([CH3:10])[CH3:11])=[O:7])=[C:15]([B:17]([OH:22])[OH:18])[CH:16]=1.